This data is from Reaction yield outcomes from USPTO patents with 853,638 reactions. The task is: Predict the reaction yield, written as a fraction of the theoretical maximum amount of product (1.0 means a 100% yield; for example, 0.34 means a 34% yield). (1) The reactants are [CH2:1]([C:3]1[S:24][C:6]2=[N:7][C:8]([CH3:23])=[C:9]([CH2:18][C:19]([O:21]C)=[O:20])[C:10]([C:11]3[CH:16]=[CH:15][C:14]([CH3:17])=[CH:13][CH:12]=3)=[C:5]2[C:4]=1[CH3:25])[CH3:2].[O-2].[Li+].[Li+].Cl. The catalyst is O1CCOCC1.O. The product is [CH2:1]([C:3]1[S:24][C:6]2=[N:7][C:8]([CH3:23])=[C:9]([CH2:18][C:19]([OH:21])=[O:20])[C:10]([C:11]3[CH:12]=[CH:13][C:14]([CH3:17])=[CH:15][CH:16]=3)=[C:5]2[C:4]=1[CH3:25])[CH3:2]. The yield is 0.580. (2) The reactants are [Cl:1][C:2]1[C:3]([F:23])=[C:4]([NH:9][C:10]2[C:19]3[C:14](=[CH:15][C:16]([O:21][CH3:22])=[C:17]([NH2:20])[CH:18]=3)[N:13]=[CH:12][N:11]=2)[CH:5]=[CH:6][C:7]=1[Cl:8].[Br:24][CH2:25]/[CH:26]=[CH:27]/[C:28](Cl)=[O:29]. The catalyst is C1COCC1. The product is [Br:24][CH2:25]/[CH:26]=[CH:27]/[C:28]([NH:20][C:17]1[CH:18]=[C:19]2[C:14](=[CH:15][C:16]=1[O:21][CH3:22])[N:13]=[CH:12][N:11]=[C:10]2[NH:9][C:4]1[CH:5]=[CH:6][C:7]([Cl:8])=[C:2]([Cl:1])[C:3]=1[F:23])=[O:29]. The yield is 0.480.